Predict the reaction yield, written as a fraction of the theoretical maximum amount of product (1.0 means a 100% yield; for example, 0.34 means a 34% yield). From a dataset of Reaction yield outcomes from USPTO patents with 853,638 reactions. (1) The reactants are [F:1][C:2]1[CH:7]=[C:6]([N:8]2[CH2:12][C@H:11]([CH2:13][N:14]=[N+]=[N-])[O:10][C:9]2=[O:17])[CH:5]=[CH:4][C:3]=1[N:18]1[CH2:22][CH:21]2[CH2:23][C:24]3([CH2:29][CH:20]2[CH2:19]1)[O:28][CH2:27][CH2:26][O:25]3.N1C=CC=CC=1.[C:36](OC(=O)C)(=[O:38])[CH3:37]. The catalyst is C(OCC)(=O)C.[Pd]. The product is [C:36]([NH:14][CH2:13][C@@H:11]1[O:10][C:9](=[O:17])[N:8]([C:6]2[CH:5]=[CH:4][C:3]([N:18]3[CH2:22][CH:21]4[CH2:23][C:24]5([CH2:29][CH:20]4[CH2:19]3)[O:28][CH2:27][CH2:26][O:25]5)=[C:2]([F:1])[CH:7]=2)[CH2:12]1)(=[O:38])[CH3:37]. The yield is 0.510. (2) The yield is 0.880. The reactants are [Cl:1][C:2]1[N:7]=[CH:6][C:5]([C:8]2(O)[CH2:12][CH2:11][CH2:10][CH2:9]2)=[CH:4][CH:3]=1.S(=O)(=O)(O)O.[OH-].[Na+]. The product is [Cl:1][C:2]1[CH:3]=[CH:4][C:5]([C:8]2[CH2:12][CH2:11][CH2:10][CH:9]=2)=[CH:6][N:7]=1. The catalyst is C(O)(=O)C. (3) The reactants are [Cl:1][C:2]1[C:3]([O:12][C:13]2[CH:18]=[C:17]([O:19]COC)[CH:16]=[CH:15][C:14]=2/[CH:23]=[CH:24]/[C:25]([O:27][CH2:28][CH3:29])=[O:26])=[N:4][CH:5]=[C:6]([C:8]([F:11])([F:10])[F:9])[CH:7]=1.Cl.[OH-].[Na+]. The catalyst is CC(C)=O.C(OCC)(=O)C. The product is [Cl:1][C:2]1[C:3]([O:12][C:13]2[CH:18]=[C:17]([OH:19])[CH:16]=[CH:15][C:14]=2/[CH:23]=[CH:24]/[C:25]([O:27][CH2:28][CH3:29])=[O:26])=[N:4][CH:5]=[C:6]([C:8]([F:10])([F:9])[F:11])[CH:7]=1. The yield is 1.00. (4) The reactants are C(OC([N:8]1[CH2:11][CH:10]([N:12]2[CH2:17][CH2:16][O:15][C:14]([CH3:19])([CH3:18])[CH2:13]2)[CH2:9]1)=O)(C)(C)C.C(O)(C(F)(F)F)=O. The catalyst is C(Cl)Cl. The product is [NH:8]1[CH2:11][CH:10]([N:12]2[CH2:17][CH2:16][O:15][C:14]([CH3:19])([CH3:18])[CH2:13]2)[CH2:9]1. The yield is 0.970. (5) The product is [Cl:41][CH2:42][C:56]([NH:54][CH:26]([O:25][P:22]([O:21][P:18]([O:17][CH2:16][C@@H:14]1[C@@H:13]([OH:29])[C@@H:12]([OH:30])[C@H:11]([N:8]2[CH:7]=[N:6][C:5]3[C:4](=[O:31])[NH:3][C:2]([NH2:1])=[N:10][C:9]2=3)[O:15]1)([OH:20])=[O:19])([OH:24])=[O:23])[CH3:32])=[O:57]. The catalyst is O. The reactants are [NH2:1][C:2]1[NH:3][C:4](=[O:31])[C:5]2[N:6]=[CH:7][N:8]([C@@H:11]3[O:15][C@H:14]([CH2:16][O:17][P:18]([O:21][P:22]([O:25][CH2:26]CN)([OH:24])=[O:23])([OH:20])=[O:19])[C@@H:13]([OH:29])[C@H:12]3[OH:30])[C:9]=2[N:10]=1.[CH3:32]CN(C(C)C)C(C)C.[Cl:41][CH2:42]C(ON1C(=O)CCC1=O)=O.C[N:54]([CH:56]=[O:57])C. The yield is 0.490. (6) The yield is 0.880. The catalyst is [Br-].C[P+](C1C=CC=CC=1)(C1C=CC=CC=1)C1C=CC=CC=1.C1COCC1. The product is [CH2:6]([O:13][C:14]1[CH:15]=[CH:16][C:17]([OH:22])=[C:18]([CH:19]=[CH2:1])[CH:21]=1)[C:7]1[CH:12]=[CH:11][CH:10]=[CH:9][CH:8]=1. The reactants are [CH2:1]([Li])CCC.[CH2:6]([O:13][C:14]1[CH:15]=[CH:16][C:17]([OH:22])=[C:18]([CH:21]=1)[CH:19]=O)[C:7]1[CH:12]=[CH:11][CH:10]=[CH:9][CH:8]=1.ClCCl.